Dataset: Peptide-MHC class II binding affinity with 134,281 pairs from IEDB. Task: Regression. Given a peptide amino acid sequence and an MHC pseudo amino acid sequence, predict their binding affinity value. This is MHC class II binding data. (1) The peptide sequence is PADKYRTFVATFGAA. The MHC is DRB3_0101 with pseudo-sequence DRB3_0101. The binding affinity (normalized) is 0.311. (2) The peptide sequence is IDDRFANALLALNDMGK. The MHC is DRB1_0405 with pseudo-sequence DRB1_0405. The binding affinity (normalized) is 0.588. (3) The peptide sequence is VSTIVPYIGPALNIV. The binding affinity (normalized) is 0.343. The MHC is HLA-DQA10401-DQB10402 with pseudo-sequence HLA-DQA10401-DQB10402. (4) The peptide sequence is KKDLISYGGGWRLSA. The MHC is DRB1_0405 with pseudo-sequence DRB1_0405. The binding affinity (normalized) is 0. (5) The peptide sequence is KQAFTFSPTYKAFLC. The MHC is DRB1_0901 with pseudo-sequence DRB1_0901. The binding affinity (normalized) is 0.542. (6) The peptide sequence is LGQQQPFPPQQPYPQPQPF. The MHC is DRB4_0101 with pseudo-sequence DRB4_0103. The binding affinity (normalized) is 0.686. (7) The peptide sequence is VSLIAVIKGIINLYK. The MHC is DRB1_1501 with pseudo-sequence DRB1_1501. The binding affinity (normalized) is 0.570.